This data is from Forward reaction prediction with 1.9M reactions from USPTO patents (1976-2016). The task is: Predict the product of the given reaction. Given the reactants Cl[C:2]1[N:7]=[C:6]([NH2:8])[C:5]([N+:9]([O-:11])=[O:10])=[CH:4][CH:3]=1.[C:12]1(OB(O)O)[CH:17]=[CH:16][CH:15]=[CH:14][CH:13]=1.C(=O)([O-])[O-].[Na+].[Na+].C1(C)C=CC=CC=1, predict the reaction product. The product is: [N+:9]([C:5]1[C:6]([NH2:8])=[N:7][C:2]([C:12]2[CH:17]=[CH:16][CH:15]=[CH:14][CH:13]=2)=[CH:3][CH:4]=1)([O-:11])=[O:10].